From a dataset of Kir2.1 potassium channel HTS with 301,493 compounds. Binary Classification. Given a drug SMILES string, predict its activity (active/inactive) in a high-throughput screening assay against a specified biological target. (1) The compound is Fc1ccc(CNC(=O)CN(CC)C(=O)c2ccc(cc2)COc2ccccc2)cc1. The result is 0 (inactive). (2) The molecule is S=c1n(CCC(=O)N2CCCCC2)c(=O)c2c([nH]1)cccc2. The result is 0 (inactive). (3) The drug is OCCN1CCN(CC1)CC(=O)Nc1ccc(cc1)C(OC)=O. The result is 0 (inactive). (4) The result is 1 (active). The drug is S(=O)(=O)(N1CC(CC(C1)C)C)c1c(OC)ccc(F)c1. (5) The molecule is N1(CCN(CC1)CC)Cc1c(cccc1)C. The result is 0 (inactive). (6) The compound is o1c2c(c(CCC)cc1=O)ccc(OCC(=O)Nc1ncccc1)c2C. The result is 0 (inactive).